Dataset: Forward reaction prediction with 1.9M reactions from USPTO patents (1976-2016). Task: Predict the product of the given reaction. (1) Given the reactants [N:1]1([CH2:7][C:8]2[CH:17]=[CH:16][C:15]3[C:10](=[CH:11][CH:12]=[CH:13][C:14]=3[N+:18]([O-])=O)[N:9]=2)[CH2:6][CH2:5][O:4][CH2:3][CH2:2]1.C(=O)([O-])[O-].[K+].[K+], predict the reaction product. The product is: [NH2:18][C:14]1[CH:13]=[CH:12][CH:11]=[C:10]2[C:15]=1[CH:16]=[CH:17][C:8]([CH2:7][N:1]1[CH2:2][CH2:3][O:4][CH2:5][CH2:6]1)=[N:9]2. (2) Given the reactants Br[C:2]1[CH:3]=[N:4][C:5]2[N:6]([N:8]=[C:9]([C:11]([CH3:14])([CH3:13])[CH3:12])[CH:10]=2)[CH:7]=1.[C:15]([C:17]1[CH:18]=[N:19][CH:20]=[CH:21][CH:22]=1)#[CH:16], predict the reaction product. The product is: [C:11]([C:9]1[CH:10]=[C:5]2[N:4]=[CH:3][C:2]([C:16]#[C:15][C:17]3[CH:18]=[N:19][CH:20]=[CH:21][CH:22]=3)=[CH:7][N:6]2[N:8]=1)([CH3:14])([CH3:13])[CH3:12].